Dataset: Reaction yield outcomes from USPTO patents with 853,638 reactions. Task: Predict the reaction yield, written as a fraction of the theoretical maximum amount of product (1.0 means a 100% yield; for example, 0.34 means a 34% yield). (1) The reactants are [F:1][C:2]1[CH:7]=[CH:6][C:5]([F:8])=[CH:4][C:3]=1[C:9]1[S:13][C:12]([CH2:20][CH2:21][CH2:22][NH:23][C:24](=[O:30])[O:25][C:26]([CH3:29])([CH3:28])[CH3:27])([C:14]2[CH:19]=[CH:18][CH:17]=[CH:16][CH:15]=2)[NH:11][N:10]=1.[C:31]([N:39]=[C:40]=[S:41])(=[O:38])[C:32]1[CH:37]=[CH:36][CH:35]=[CH:34][CH:33]=1. The catalyst is C1COCC1. The product is [C:31]([NH:39][C:40]([N:11]1[N:10]=[C:9]([C:3]2[CH:4]=[C:5]([F:8])[CH:6]=[CH:7][C:2]=2[F:1])[S:13][C:12]1([CH2:20][CH2:21][CH2:22][NH:23][C:24](=[O:30])[O:25][C:26]([CH3:27])([CH3:29])[CH3:28])[C:14]1[CH:19]=[CH:18][CH:17]=[CH:16][CH:15]=1)=[S:41])(=[O:38])[C:32]1[CH:37]=[CH:36][CH:35]=[CH:34][CH:33]=1. The yield is 0.840. (2) The reactants are Cl.Cl.[NH2:3][CH:4]1[CH2:9][CH2:8][N:7]([CH2:10][C@@H:11]2[N:22]3[C:23]4[C:14](=[C:15]([F:25])[CH:16]=[N:17][C:18]=4[CH:19]=[CH:20][C:21]3=[O:24])[O:13][CH2:12]2)[CH2:6][CH2:5]1.[S:26]1[C:34]2[CH:33]=[C:32]([CH:35]=O)[N:31]=[CH:30][C:29]=2[O:28][CH2:27]1. No catalyst specified. The product is [F:25][C:15]1[CH:16]=[N:17][C:18]2[CH:19]=[CH:20][C:21](=[O:24])[N:22]3[C@@H:11]([CH2:10][N:7]4[CH2:6][CH2:5][CH:4]([NH:3][CH2:35][C:32]5[N:31]=[CH:30][C:29]6[O:28][CH2:27][S:26][C:34]=6[CH:33]=5)[CH2:9][CH2:8]4)[CH2:12][O:13][C:14]=1[C:23]=23. The yield is 0.380. (3) The reactants are [C:1]([C:4]1[C:8]([CH3:9])=[C:7]([Cl:10])[S:6][C:5]=1Cl)(=[O:3])[CH3:2].[C:12]1(B(O)O)[CH:17]=[CH:16][CH:15]=[CH:14][CH:13]=1.C(=O)(O)[O-].[Na+]. The catalyst is COCCOC.C1C=CC(P(C2C=CC=CC=2)C2C=CC=CC=2)=CC=1.C1C=CC(P(C2C=CC=CC=2)C2C=CC=CC=2)=CC=1.Cl[Pd]Cl. The product is [C:1]([C:4]1[C:8]([CH3:9])=[C:7]([Cl:10])[S:6][C:5]=1[C:12]1[CH:17]=[CH:16][CH:15]=[CH:14][CH:13]=1)(=[O:3])[CH3:2]. The yield is 0.780. (4) The reactants are [NH2:1][CH2:2][C:3]1[CH:4]=[CH:5][C:6]([C:34]([F:37])([F:36])[F:35])=[C:7]([NH:9][C:10]2[NH:14][C:13]3[CH:15]=[C:16]([O:32][CH3:33])[C:17]([C:19]([NH:21][C@H:22]4[CH2:27][CH2:26][C@H:25]([C:28]([F:31])([F:30])[F:29])[CH2:24][CH2:23]4)=[O:20])=[CH:18][C:12]=3[N:11]=2)[CH:8]=1.[C:38]([O:42][C:43]([NH:45][CH:46]([C:50]([F:53])([F:52])[F:51])[C:47](O)=[O:48])=[O:44])([CH3:41])([CH3:40])[CH3:39].CN(C(ON1N=NC2C=CC=CC1=2)=[N+](C)C)C.[B-](F)(F)(F)F. The catalyst is C1COCC1. The product is [C:38]([O:42][C:43]([NH:45][CH:46]([C:50]([F:51])([F:52])[F:53])[C:47]([NH:1][CH2:2][C:3]1[CH:4]=[CH:5][C:6]([C:34]([F:36])([F:37])[F:35])=[C:7]([NH:9][C:10]2[NH:14][C:13]3[CH:15]=[C:16]([O:32][CH3:33])[C:17]([C:19]([NH:21][C@H:22]4[CH2:27][CH2:26][C@H:25]([C:28]([F:29])([F:30])[F:31])[CH2:24][CH2:23]4)=[O:20])=[CH:18][C:12]=3[N:11]=2)[CH:8]=1)=[O:48])=[O:44])([CH3:41])([CH3:39])[CH3:40]. The yield is 0.700. (5) The reactants are [Cl:1][C:2]1[C:8]([N:9]2[CH2:14][CH2:13][NH:12][CH2:11][CH2:10]2)=[CH:7][C:5]([NH2:6])=[C:4]([N+:15]([O-:17])=[O:16])[CH:3]=1.[C:18](O[C:18]([O:20][C:21]([CH3:24])([CH3:23])[CH3:22])=[O:19])([O:20][C:21]([CH3:24])([CH3:23])[CH3:22])=[O:19].C(N(CC)CC)C. The catalyst is C(Cl)Cl. The product is [NH2:6][C:5]1[C:4]([N+:15]([O-:17])=[O:16])=[CH:3][C:2]([Cl:1])=[C:8]([N:9]2[CH2:14][CH2:13][N:12]([C:18]([O:20][C:21]([CH3:24])([CH3:23])[CH3:22])=[O:19])[CH2:11][CH2:10]2)[CH:7]=1. The yield is 0.910.